Dataset: Reaction yield outcomes from USPTO patents with 853,638 reactions. Task: Predict the reaction yield, written as a fraction of the theoretical maximum amount of product (1.0 means a 100% yield; for example, 0.34 means a 34% yield). The reactants are [F:1][C:2]1[C:7]2[N:8]=[N:9][S:10][C:6]=2[CH:5]=[C:4](C(O)=O)[C:3]=1[NH:14][C:15]1[CH:20]=[CH:19][C:18]([Br:21])=[CH:17][C:16]=1[Cl:22].C1C=CC(P(N=[N+]=[N-])(C2C=CC=CC=2)=[O:30])=CC=1.C([N:42]([CH2:45]C)CC)C. The catalyst is CC(O)(C)C. The product is [F:1][C:2]1[C:7]2[N:8]=[N:9][S:10][C:6]=2[CH:5]=[C:4]2[NH:42][C:45](=[O:30])[N:14]([C:15]3[CH:20]=[CH:19][C:18]([Br:21])=[CH:17][C:16]=3[Cl:22])[C:3]=12. The yield is 0.907.